This data is from Buchwald-Hartwig C-N cross coupling reaction yields with 55,370 reactions. The task is: Predict the reaction yield, written as a fraction of the theoretical maximum amount of product (1.0 means a 100% yield; for example, 0.34 means a 34% yield). (1) The reactants are Ic1cccnc1.Cc1ccc(N)cc1.O=S(=O)(O[Pd]1c2ccccc2-c2ccccc2N~1)C(F)(F)F.CC(C)c1cc(C(C)C)c(-c2ccccc2P(C2CCCCC2)C2CCCCC2)c(C(C)C)c1.CN1CCCN2CCCN=C12.CCOC(=O)c1cc(OC)no1. No catalyst specified. The product is Cc1ccc(Nc2cccnc2)cc1. The yield is 0.420. (2) The reactants are CCc1ccc(I)cc1.Cc1ccc(N)cc1.O=S(=O)(O[Pd]1c2ccccc2-c2ccccc2N~1)C(F)(F)F.CC(C)c1cc(C(C)C)c(-c2ccccc2P(C2CCCCC2)C2CCCCC2)c(C(C)C)c1.CN(C)C(=NC(C)(C)C)N(C)C.c1ccc(-c2cnoc2)cc1. No catalyst specified. The product is CCc1ccc(Nc2ccc(C)cc2)cc1. The yield is 0.114. (3) The reactants are FC(F)(F)c1ccc(I)cc1.Cc1ccc(N)cc1.O=S(=O)(O[Pd]1c2ccccc2-c2ccccc2N~1)C(F)(F)F.COc1ccc(OC)c(P(C(C)(C)C)C(C)(C)C)c1-c1c(C(C)C)cc(C(C)C)cc1C(C)C.CCN=P(N=P(N(C)C)(N(C)C)N(C)C)(N(C)C)N(C)C.c1ccc2nocc2c1. No catalyst specified. The product is Cc1ccc(Nc2ccc(C(F)(F)F)cc2)cc1. The yield is 0.125. (4) The reactants are FC(F)(F)c1ccc(I)cc1.Cc1ccc(N)cc1.O=S(=O)(O[Pd]1c2ccccc2-c2ccccc2N~1)C(F)(F)F.COc1ccc(OC)c(P([C@]23C[C@H]4C[C@H](C[C@H](C4)C2)C3)[C@]23C[C@H]4C[C@H](C[C@H](C4)C2)C3)c1-c1c(C(C)C)cc(C(C)C)cc1C(C)C.CN1CCCN2CCCN=C12.COC(=O)c1cc(-c2ccco2)on1. No catalyst specified. The product is Cc1ccc(Nc2ccc(C(F)(F)F)cc2)cc1. The yield is 0.402. (5) The reactants are Clc1ccccn1.Cc1ccc(N)cc1.O=S(=O)(O[Pd]1c2ccccc2-c2ccccc2N~1)C(F)(F)F.CC(C)c1cc(C(C)C)c(-c2ccccc2P(C(C)(C)C)C(C)(C)C)c(C(C)C)c1.CN(C)C(=NC(C)(C)C)N(C)C.Cc1cc(-c2ccccc2)on1. No catalyst specified. The product is Cc1ccc(Nc2ccccn2)cc1. The yield is 0.661. (6) The reactants are Clc1ccccn1.Cc1ccc(N)cc1.O=S(=O)(O[Pd]1c2ccccc2-c2ccccc2N~1)C(F)(F)F.CC(C)c1cc(C(C)C)c(-c2ccccc2P(C2CCCCC2)C2CCCCC2)c(C(C)C)c1.CN(C)C(=NC(C)(C)C)N(C)C.CCOC(=O)c1ccon1. No catalyst specified. The product is Cc1ccc(Nc2ccccn2)cc1. The yield is 0.261. (7) The reactants are Ic1ccccn1.Cc1ccc(N)cc1.O=S(=O)(O[Pd]1c2ccccc2-c2ccccc2N~1)C(F)(F)F.CC(C)c1cc(C(C)C)c(-c2ccccc2P(C(C)(C)C)C(C)(C)C)c(C(C)C)c1.CN1CCCN2CCCN=C12.CCOC(=O)c1ccon1. No catalyst specified. The product is Cc1ccc(Nc2ccccn2)cc1. The yield is 0.885.